From a dataset of Forward reaction prediction with 1.9M reactions from USPTO patents (1976-2016). Predict the product of the given reaction. (1) Given the reactants [CH3:1][Li].[CH3:3][O:4][C:5](=[O:22])[C@@H:6]([NH:11][C:12]([O:14][CH2:15][C:16]1[CH:21]=[CH:20][CH:19]=[CH:18][CH:17]=1)=[O:13])[CH2:7][C:8](Cl)=[O:9], predict the reaction product. The product is: [CH3:3][O:4][C:5](=[O:22])[C@@H:6]([NH:11][C:12]([O:14][CH2:15][C:16]1[CH:21]=[CH:20][CH:19]=[CH:18][CH:17]=1)=[O:13])[CH2:7][C:8](=[O:9])[CH3:1]. (2) Given the reactants C[O:2][C:3]1[C:12]([CH2:15][CH2:16][CH:17]([CH3:19])[CH3:18])([CH:13]=[CH2:14])[C:11]2[C:6](=[CH:7][CH:8]=[CH:9][CH:10]=2)[C:5](=[O:20])[CH:4]=1.[OH-].[Na+].Cl, predict the reaction product. The product is: [CH3:18][CH:17]([CH3:19])[CH2:16][CH2:15][C:12]1([CH:13]=[CH2:14])[C:11]2[C:6](=[CH:7][CH:8]=[CH:9][CH:10]=2)[C:5](=[O:20])[CH2:4][C:3]1=[O:2].